From a dataset of Forward reaction prediction with 1.9M reactions from USPTO patents (1976-2016). Predict the product of the given reaction. (1) Given the reactants [NH:1]1[CH2:5][CH2:4][CH2:3][CH:2]1/[CH:6]=[CH:7]/[C:8]1[CH:18]=[CH:17][C:11]([C:12]([O:14][CH2:15][CH3:16])=[O:13])=[CH:10][CH:9]=1.[CH3:19][C:20]1[CH:25]=[CH:24][CH:23]=[CH:22][C:21]=1[NH:26][C:27](=[O:50])[NH:28][C:29]1[CH:34]=[CH:33][C:32]([CH2:35][C:36](OC2C(F)=C(F)C(F)=C(F)C=2F)=[O:37])=[CH:31][CH:30]=1.CCN(CC)CC, predict the reaction product. The product is: [CH3:19][C:20]1[CH:25]=[CH:24][CH:23]=[CH:22][C:21]=1[NH:26][C:27](=[O:50])[NH:28][C:29]1[CH:34]=[CH:33][C:32]([CH2:35][C:36]([N:1]2[CH2:5][CH2:4][CH2:3][CH:2]2/[CH:6]=[CH:7]/[C:8]2[CH:18]=[CH:17][C:11]([C:12]([O:14][CH2:15][CH3:16])=[O:13])=[CH:10][CH:9]=2)=[O:37])=[CH:31][CH:30]=1. (2) Given the reactants [C:1](/[CH:3]=[CH:4]/[S:5]([C:8]1[CH:13]=[CH:12][C:11]([C:14]([CH3:19])([CH3:18])[C:15]([OH:17])=O)=[CH:10][CH:9]=1)(=[O:7])=[O:6])#[N:2].[CH3:20][O:21][CH2:22][CH2:23][O:24][CH2:25][C:26]1[CH:31]=[CH:30][C:29]([NH2:32])=[CH:28][CH:27]=1.Cl.CN(C)CCCN=C=NCC.ON1C2C=CC=CC=2N=N1, predict the reaction product. The product is: [C:1](/[CH:3]=[CH:4]/[S:5]([C:8]1[CH:9]=[CH:10][C:11]([C:14]([CH3:19])([CH3:18])[C:15]([NH:32][C:29]2[CH:28]=[CH:27][C:26]([CH2:25][O:24][CH2:23][CH2:22][O:21][CH3:20])=[CH:31][CH:30]=2)=[O:17])=[CH:12][CH:13]=1)(=[O:6])=[O:7])#[N:2]. (3) Given the reactants N1C2C=CC=CC=2N=C1C1[CH2:15][CH2:14][N:13]([CH2:16][CH2:17][CH:18]2[O:22][C:21](=[O:23])[C:20]([CH2:26][CH3:27])([CH2:24]C)[CH2:19]2)[CH2:12][CH2:11]1.[N:28]1([C:34]2[CH:35]=[C:36]3[C:40](=[CH:41][CH:42]=2)[NH:39][CH:38]=[CH:37]3)CCNCC1.N1(C2C=CC=CC=2C#N)CCNCC1.CC1C=CC(S(OCCC2CC(CC)(CC)C(=O)O2)(=O)=O)=CC=1, predict the reaction product. The product is: [NH:39]1[C:40]2[C:36](=[CH:35][C:34]([N:28]3[CH2:11][CH2:12][N:13]([CH2:16][CH2:17][CH:18]4[CH2:19][C:20]5([CH2:24][CH2:27][CH2:26]5)[C:21](=[O:23])[O:22]4)[CH2:14][CH2:15]3)=[CH:42][CH:41]=2)[CH:37]=[CH:38]1. (4) Given the reactants C[O:2][C:3](=O)[CH:4]([NH:11][CH:12]([C:25]1[CH:30]=[C:29]([F:31])[CH:28]=[CH:27][C:26]=1[OH:32])[CH2:13][CH2:14][C:15]1[CH:20]=[CH:19][C:18]([O:21][CH3:22])=[C:17]([O:23][CH3:24])[CH:16]=1)[C:5]1[CH:10]=[CH:9][CH:8]=[CH:7][CH:6]=1.[OH-].[Na+].[CH3:36][N:37](C(ON1N=NC2C=CC=CC1=2)=[N+](C)C)[CH3:38].[B-](F)(F)(F)F.CNC, predict the reaction product. The product is: [CH3:24][O:23][C:17]1[CH:16]=[C:15]([CH2:14][CH2:13][CH:12]([NH:11][CH:4]([C:5]2[CH:10]=[CH:9][CH:8]=[CH:7][CH:6]=2)[C:3]([N:37]([CH3:38])[CH3:36])=[O:2])[C:25]2[CH:30]=[C:29]([F:31])[CH:28]=[CH:27][C:26]=2[OH:32])[CH:20]=[CH:19][C:18]=1[O:21][CH3:22]. (5) Given the reactants [Si:1]([O:8][CH2:9][CH2:10][C:11]1[N:12]=[CH:13][N:14](C(C2C=CC=CC=2)(C2C=CC=CC=2)C2C=CC=CC=2)[CH:15]=1)([C:4]([CH3:7])([CH3:6])[CH3:5])([CH3:3])[CH3:2].Br[CH2:36][C:37]1[CH:44]=[CH:43][CH:42]=[CH:41][C:38]=1[C:39]#[N:40].C(NCC)C, predict the reaction product. The product is: [Si:1]([O:8][CH2:9][CH2:10][C:11]1[N:12]([CH2:36][C:37]2[CH:44]=[CH:43][CH:42]=[CH:41][C:38]=2[C:39]#[N:40])[CH:13]=[N:14][CH:15]=1)([C:4]([CH3:5])([CH3:7])[CH3:6])([CH3:2])[CH3:3]. (6) Given the reactants [N:1]1[C:9]2[C:4](=[N:5][CH:6]=[CH:7][CH:8]=2)[N:3]([C:10]2[CH:15]=[CH:14][C:13]([CH2:16][C:17]([OH:19])=O)=[CH:12][CH:11]=2)[CH:2]=1.[C:20]([C:24]1[CH:25]=[C:26]([NH2:35])[N:27]([C:29]2[CH:34]=[CH:33][CH:32]=[CH:31][CH:30]=2)[N:28]=1)([CH3:23])([CH3:22])[CH3:21], predict the reaction product. The product is: [C:20]([C:24]1[CH:25]=[C:26]([NH:35][C:17](=[O:19])[CH2:16][C:13]2[CH:12]=[CH:11][C:10]([N:3]3[C:4]4=[N:5][CH:6]=[CH:7][CH:8]=[C:9]4[N:1]=[CH:2]3)=[CH:15][CH:14]=2)[N:27]([C:29]2[CH:30]=[CH:31][CH:32]=[CH:33][CH:34]=2)[N:28]=1)([CH3:23])([CH3:21])[CH3:22]. (7) Given the reactants [F:1][C:2]1[CH:7]=[CH:6][CH:5]=[C:4]([F:8])[C:3]=1[S:9]([NH:12][C:13]1[CH:21]=[C:20](I)[CH:19]=[CH:18][C:14]=1[C:15](O)=[O:16])(=[O:11])=[O:10].[ClH:23].C[O:25][C:26](=[O:38])[C@@H:27]([NH2:37])[CH2:28][C:29]1[CH:34]=[CH:33][C:32]([Cl:35])=[C:31]([Cl:36])[CH:30]=1, predict the reaction product. The product is: [Cl:23][C:20]1[CH:19]=[CH:18][C:14]([C:15]([NH:37][C@@H:27]([CH2:28][C:29]2[CH:34]=[CH:33][C:32]([Cl:35])=[C:31]([Cl:36])[CH:30]=2)[C:26]([OH:25])=[O:38])=[O:16])=[C:13]([NH:12][S:9]([C:3]2[C:2]([F:1])=[CH:7][CH:6]=[CH:5][C:4]=2[F:8])(=[O:11])=[O:10])[CH:21]=1. (8) The product is: [NH2:1][C:2]1[CH:7]=[CH:6][CH:5]=[CH:4][C:3]=1[NH:8][C:9](=[O:30])[C:10]1[CH:15]=[CH:14][C:13]([CH2:16][NH:17][C:18]2[N:23]=[C:50]([C:49]3[N:44]4[CH:45]=[CH:46][CH:47]=[CH:48][C:43]4=[N:42][C:41]=3[CH3:40])[CH:51]=[CH:20][N:19]=2)=[CH:12][CH:11]=1. Given the reactants [NH2:1][C:2]1[CH:7]=[CH:6][CH:5]=[CH:4][C:3]=1[NH:8][C:9](=[O:30])[C:10]1[CH:15]=[CH:14][C:13]([CH2:16][NH:17][C:18]2[N:23]=C(C3C=NC=CN=3)C=[CH:20][N:19]=2)=[CH:12][CH:11]=1.N1C=CN=CC=1C(=O)C.[CH3:40][C:41]1[N:42]=[C:43]2[CH:48]=[CH:47][CH:46]=[CH:45][N:44]2[C:49]=1[C:50](=O)[CH3:51], predict the reaction product. (9) Given the reactants [C:1]([C:3]1[CH:4]=[C:5](B(O)O)[CH:6]=[N:7][CH:8]=1)#[N:2].C(=O)([O-])[O-].[Na+].[Na+].C(OC([N:25]([C:33]1[S:34][CH2:35][C@@H:36]2[CH2:41][CH2:40][CH2:39][C@:37]2([C:42]2[CH:47]=[C:46](Br)[CH:45]=[CH:44][C:43]=2[F:49])[N:38]=1)C(OC(C)(C)C)=O)=O)(C)(C)C.O, predict the reaction product. The product is: [NH2:25][C:33]1[S:34][CH2:35][C@@H:36]2[CH2:41][CH2:40][CH2:39][C@:37]2([C:42]2[CH:47]=[C:46]([C:5]3[CH:6]=[N:7][CH:8]=[C:3]([CH:4]=3)[C:1]#[N:2])[CH:45]=[CH:44][C:43]=2[F:49])[N:38]=1.